From a dataset of Reaction yield outcomes from USPTO patents with 853,638 reactions. Predict the reaction yield, written as a fraction of the theoretical maximum amount of product (1.0 means a 100% yield; for example, 0.34 means a 34% yield). (1) The reactants are O.[OH-].[Li+].C([O:6][C:7](=[O:31])[CH:8]([O:28][CH2:29][CH3:30])[CH2:9][C:10]1[CH:15]=[CH:14][C:13]([O:16][CH2:17][CH2:18][C:19]2[CH:24]=[CH:23][C:22]([N:25]([CH3:27])[CH3:26])=[CH:21][CH:20]=2)=[CH:12][CH:11]=1)C.Cl. The catalyst is O.O1CCCC1. The product is [CH3:27][N:25]([CH3:26])[C:22]1[CH:23]=[CH:24][C:19]([CH2:18][CH2:17][O:16][C:13]2[CH:14]=[CH:15][C:10]([CH2:9][CH:8]([O:28][CH2:29][CH3:30])[C:7]([OH:31])=[O:6])=[CH:11][CH:12]=2)=[CH:20][CH:21]=1. The yield is 0.840. (2) The reactants are Cl[C:2]1[C:7]([NH2:8])=[C:6]([CH3:9])[CH:5]=[C:4]([CH3:10])[N:3]=1.P(Br)(Br)[Br:12].[OH-].[Na+]. The catalyst is C1(C)C=CC=CC=1. The product is [Br:12][C:2]1[C:7]([NH2:8])=[C:6]([CH3:9])[CH:5]=[C:4]([CH3:10])[N:3]=1. The yield is 0.380. (3) The reactants are Cl[C:2]1[C:3]([O:28][CH3:29])=[CH:4][C:5]([O:26][CH3:27])=[C:6]([N:8]([CH2:15][C:16]2[CH:21]=[CH:20][C:19]([C:22]([CH3:25])([CH3:24])[CH3:23])=[CH:18][CH:17]=2)[C:9](=[O:14])[C:10]([O:12][CH3:13])=[O:11])[CH:7]=1.[F:30][C:31]([F:43])([F:42])[O:32][C:33]1[CH:38]=[CH:37][C:36](B(O)O)=[CH:35][CH:34]=1.[F-].[K+].C(P(C(C)(C)C)C1C=CC=CC=1C1C=CC=CC=1)(C)(C)C. The catalyst is O.C([O-])(=O)C.[Pd+2].C([O-])(=O)C.O1CCCC1. The product is [C:22]([C:19]1[CH:18]=[CH:17][C:16]([CH2:15][N:8]([C:6]2[C:5]([O:26][CH3:27])=[CH:4][C:3]([O:28][CH3:29])=[C:2]([C:36]3[CH:35]=[CH:34][C:33]([O:32][C:31]([F:30])([F:42])[F:43])=[CH:38][CH:37]=3)[CH:7]=2)[C:9](=[O:14])[C:10]([O:12][CH3:13])=[O:11])=[CH:21][CH:20]=1)([CH3:23])([CH3:25])[CH3:24]. The yield is 0.140. (4) The reactants are Br[C:2]1[C:11]2[C:6](=[CH:7][C:8]([O:14][CH3:15])=[C:9]([O:12][CH3:13])[CH:10]=2)[C:5](=[O:16])[N:4]([CH2:17][CH3:18])[CH:3]=1.[F:19][C:20]1[N:25]=[CH:24][C:23](B(O)O)=[CH:22][C:21]=1[CH3:29].C(=O)([O-])[O-].[Na+].[Na+].COCCOC. The catalyst is Cl[Pd](Cl)([P](C1C=CC=CC=1)(C1C=CC=CC=1)C1C=CC=CC=1)[P](C1C=CC=CC=1)(C1C=CC=CC=1)C1C=CC=CC=1.C(O)C.O. The product is [CH2:17]([N:4]1[CH:3]=[C:2]([C:23]2[CH:24]=[N:25][C:20]([F:19])=[C:21]([CH3:29])[CH:22]=2)[C:11]2[C:6](=[CH:7][C:8]([O:14][CH3:15])=[C:9]([O:12][CH3:13])[CH:10]=2)[C:5]1=[O:16])[CH3:18]. The yield is 0.450. (5) The reactants are [NH2:1][C:2]1[CH:7]=[C:6]([O:8][C:9]2[CH:14]=[CH:13][C:12]([NH:15][C:16]([C:18]3[C:19](=[O:31])[N:20]([C:25]4[CH:30]=[CH:29][CH:28]=[CH:27][CH:26]=4)[N:21]([CH3:24])[C:22]=3[CH3:23])=[O:17])=[C:11]([F:32])[C:10]=2[F:33])[CH:5]=[CH:4][N:3]=1.CCN(CC)CC.[C:41](Cl)(=O)[O:42]C1C=CC=CC=1.[NH:51]1[CH2:56][CH2:55][O:54][CH2:53][CH2:52]1. The catalyst is C1COCC1. The product is [CH3:24][N:21]1[C:22]([CH3:23])=[C:18]([C:16]([NH:15][C:12]2[CH:13]=[CH:14][C:9]([O:8][C:6]3[CH:5]=[CH:4][N:3]=[C:2]([NH:1][C:41]([N:51]4[CH2:56][CH2:55][O:54][CH2:53][CH2:52]4)=[O:42])[CH:7]=3)=[C:10]([F:33])[C:11]=2[F:32])=[O:17])[C:19](=[O:31])[N:20]1[C:25]1[CH:26]=[CH:27][CH:28]=[CH:29][CH:30]=1. The yield is 0.525. (6) The reactants are [N:1]1([C:7]([O:9][C:10]([CH3:13])([CH3:12])[CH3:11])=[O:8])[CH2:6][CH2:5][NH:4][CH2:3][CH2:2]1.[C:14]1(=O)[CH2:17][CH2:16][CH2:15]1.[BH-](OC(C)=O)(OC(C)=O)OC(C)=O.[Na+]. The catalyst is C(Cl)CCl. The product is [CH:14]1([N:4]2[CH2:5][CH2:6][N:1]([C:7]([O:9][C:10]([CH3:13])([CH3:12])[CH3:11])=[O:8])[CH2:2][CH2:3]2)[CH2:17][CH2:16][CH2:15]1. The yield is 1.00. (7) The reactants are [F:1][C:2]1[C:3]([NH2:17])=[N:4][C:5]([O:8][CH2:9][C:10]2[CH:15]=[CH:14][C:13]([CH3:16])=[CH:12][CH:11]=2)=[N:6][CH:7]=1.[CH2:18]=[O:19]. The catalyst is O1CCOCC1. The product is [F:1][C:2]1[C:3]([NH:17][CH2:18][OH:19])=[N:4][C:5]([O:8][CH2:9][C:10]2[CH:15]=[CH:14][C:13]([CH3:16])=[CH:12][CH:11]=2)=[N:6][CH:7]=1. The yield is 0.630.